Predict the reaction yield, written as a fraction of the theoretical maximum amount of product (1.0 means a 100% yield; for example, 0.34 means a 34% yield). From a dataset of Reaction yield outcomes from USPTO patents with 853,638 reactions. (1) The catalyst is C1(C)C=CC=CC=1.C(O)C.C1C=CC([P]([Pd]([P](C2C=CC=CC=2)(C2C=CC=CC=2)C2C=CC=CC=2)([P](C2C=CC=CC=2)(C2C=CC=CC=2)C2C=CC=CC=2)[P](C2C=CC=CC=2)(C2C=CC=CC=2)C2C=CC=CC=2)(C2C=CC=CC=2)C2C=CC=CC=2)=CC=1. The reactants are [CH2:1]([O:3][C:4]1[CH:5]=[C:6](B(O)O)[CH:7]=[CH:8][CH:9]=1)[CH3:2].Br[C:14]1[CH:15]=[CH:16][C:17]([F:23])=[C:18]([N+:20]([O-:22])=[O:21])[CH:19]=1.C(=O)([O-])[O-].[Na+].[Na+]. The product is [F:23][C:17]1[CH:16]=[CH:15][C:14]([C:6]2[CH:7]=[CH:8][CH:9]=[C:4]([O:3][CH2:1][CH3:2])[CH:5]=2)=[CH:19][C:18]=1[N+:20]([O-:22])=[O:21]. The yield is 0.900. (2) The reactants are [Cl:1][C:2]1[CH:3]=[CH:4][C:5]([CH:8]([OH:13])[C:9]([F:12])([F:11])[F:10])=[N:6][CH:7]=1.CC(OI1(OC(C)=O)(OC(C)=O)OC(=O)C2C1=CC=CC=2)=O. The catalyst is C(Cl)Cl. The product is [Cl:1][C:2]1[CH:3]=[CH:4][C:5]([C:8](=[O:13])[C:9]([F:10])([F:11])[F:12])=[N:6][CH:7]=1. The yield is 0.860. (3) The product is [CH3:1][O:2][C:3]([NH:5][C@@H:6]([CH:7]([CH3:9])[CH3:8])[C:10]([N:12]1[CH2:16][C@@H:15]([CH3:17])[CH2:14][C@H:13]1[C:18]1[NH:22][C:21]2[C:23]3[C:28]([CH:29]=[CH:30][C:20]=2[N:19]=1)=[CH:27][C:26]1[C:31]2[C:36]([CH2:37][O:38][C:25]=1[CH:24]=3)=[CH:35][C:34]([C:39]1[NH:43][C:42]([C@@H:44]3[CH2:48][C@H:47]([CH2:49][O:50][CH3:51])[CH2:46][N:45]3[C:66](=[O:68])[C@H:65]([NH:64][C:62](=[O:63])[O:61][CH3:60])[C:69]3[CH:74]=[CH:73][CH:72]=[CH:71][CH:70]=3)=[N:41][CH:40]=1)=[CH:33][CH:32]=2)=[O:11])=[O:4]. The yield is 0.380. The catalyst is C(Cl)Cl.CO.CCOC(C)=O.CN(C=O)C.CO. The reactants are [CH3:1][O:2][C:3]([NH:5][C@H:6]([C:10]([N:12]1[CH2:16][C@@H:15]([CH3:17])[CH2:14][C@H:13]1[C:18]1[NH:22][C:21]2[C:23]3[C:28]([CH:29]=[CH:30][C:20]=2[N:19]=1)=[CH:27][C:26]1[C:31]2[C:36]([CH2:37][O:38][C:25]=1[CH:24]=3)=[CH:35][C:34]([C:39]1[NH:43][C:42]([C@@H:44]3[CH2:48][C@H:47]([CH2:49][O:50][CH3:51])[CH2:46][N:45]3C(OC(C)(C)C)=O)=[N:41][CH:40]=1)=[CH:33][CH:32]=2)=[O:11])[CH:7]([CH3:9])[CH3:8])=[O:4].Cl.[CH3:60][O:61][C:62]([NH:64][C@H:65]([C:69]1[CH:74]=[CH:73][CH:72]=[CH:71][CH:70]=1)[C:66]([OH:68])=O)=[O:63].CCOC(C(C#N)=NOC(N1CCOCC1)=[N+](C)C)=O.F[P-](F)(F)(F)(F)F.CCN(C(C)C)C(C)C. (4) The reactants are [F:1][C:2]1[CH:16]=[CH:15][C:5]([C:6]([NH:8][CH:9]([CH:13]=[CH2:14])[C:10]([OH:12])=[O:11])=[O:7])=[C:4]([C:17]([F:20])([F:19])[F:18])[CH:3]=1.S(Cl)(Cl)=O.[CH3:25]O. No catalyst specified. The product is [F:1][C:2]1[CH:16]=[CH:15][C:5]([C:6]([NH:8][CH:9]([CH:13]=[CH2:14])[C:10]([O:12][CH3:25])=[O:11])=[O:7])=[C:4]([C:17]([F:18])([F:19])[F:20])[CH:3]=1. The yield is 1.00. (5) The reactants are [F:1][C:2]1[CH:3]=[C:4]([C:8]2[C:13]([C:14]3[CH:19]=[CH:18][N:17]=[CH:16][CH:15]=3)=[CH:12][C:11]([C:20]#[C:21][Si](C)(C)C)=[C:10]([NH2:26])[N:9]=2)[CH:5]=[CH:6][CH:7]=1. The catalyst is CN(C)C=O.O.[Cu]I. The product is [C:20]([C:11]1[CH:12]=[C:13]([C:14]2[CH:15]=[CH:16][N:17]=[CH:18][CH:19]=2)[C:8]([C:4]2[CH:5]=[CH:6][CH:7]=[C:2]([F:1])[CH:3]=2)=[N:9][C:10]=1[NH2:26])#[CH:21]. The yield is 0.160.